This data is from Reaction yield outcomes from USPTO patents with 853,638 reactions. The task is: Predict the reaction yield, written as a fraction of the theoretical maximum amount of product (1.0 means a 100% yield; for example, 0.34 means a 34% yield). The reactants are [CH3:1][C@@H:2]([NH2:9])[C:3]1[CH:8]=[CH:7][CH:6]=[CH:5][CH:4]=1.C(O)(C)C.[CH2:14]([CH:18]([CH2:22][OH:23])[C:19]([OH:21])=[O:20])[CH2:15][CH2:16][CH3:17]. The catalyst is C(OCC)(=O)C. The product is [CH3:1][C@@H:2]([NH3+:9])[C:3]1[CH:8]=[CH:7][CH:6]=[CH:5][CH:4]=1.[CH2:14]([C@H:18]([CH2:22][OH:23])[C:19]([O-:21])=[O:20])[CH2:15][CH2:16][CH3:17]. The yield is 0.417.